From a dataset of Forward reaction prediction with 1.9M reactions from USPTO patents (1976-2016). Predict the product of the given reaction. Given the reactants [NH2:1][CH2:2][CH2:3][CH2:4][NH:5][C:6]([C@@H:8]([NH:13][C:14]([C:16]1[S:17][C:18]2[CH:24]=[CH:23][CH:22]=[CH:21][C:19]=2[CH:20]=1)=[O:15])[CH2:9][CH:10]([CH3:12])[CH3:11])=[O:7].[Cl:25][C:26]1[CH:31]=[C:30]([Cl:32])[CH:29]=[CH:28][C:27]=1[S:33](Cl)(=[O:35])=[O:34].CCN(CC)CC, predict the reaction product. The product is: [Cl:25][C:26]1[CH:31]=[C:30]([Cl:32])[CH:29]=[CH:28][C:27]=1[S:33]([NH:1][CH2:2][CH2:3][CH2:4][NH:5][C:6]([C@@H:8]([NH:13][C:14]([C:16]1[S:17][C:18]2[CH:24]=[CH:23][CH:22]=[CH:21][C:19]=2[CH:20]=1)=[O:15])[CH2:9][CH:10]([CH3:11])[CH3:12])=[O:7])(=[O:35])=[O:34].